From a dataset of Reaction yield outcomes from USPTO patents with 853,638 reactions. Predict the reaction yield, written as a fraction of the theoretical maximum amount of product (1.0 means a 100% yield; for example, 0.34 means a 34% yield). (1) The reactants are [NH:1](C(OC(C)(C)C)=O)[C@H:2]([C:19]([NH:21][C@H:22]([C:40]([N:42]1[CH2:81][CH2:80][CH2:79][C@H:43]1[C:44]([NH:46][C@H:47]([C:49]([NH:51][C@H:52]([C:69]([O:71]CC1C=CC=CC=1)=[O:70])[CH2:53][CH2:54][CH2:55][CH2:56][NH:57]C(OCC1C=CC=CC=1Cl)=O)=[O:50])[CH3:48])=[O:45])=[O:41])[CH2:23][CH2:24][CH2:25][NH:26][C:27](=[NH:39])[NH:28]S(C1C=CC(C)=CC=1)(=O)=O)=[O:20])[CH2:3][CH2:4][CH2:5][CH2:6][NH:7]C(OCC1C=CC=CC=1Cl)=O.C1(OC)C=CC=CC=1. No catalyst specified. The product is [NH2:1][C@H:2]([C:19]([NH:21][C@H:22]([C:40]([N:42]1[CH2:81][CH2:80][CH2:79][C@H:43]1[C:44]([NH:46][C@H:47]([C:49]([NH:51][C@H:52]([C:69]([OH:71])=[O:70])[CH2:53][CH2:54][CH2:55][CH2:56][NH2:57])=[O:50])[CH3:48])=[O:45])=[O:41])[CH2:23][CH2:24][CH2:25][NH:26][C:27](=[NH:28])[NH2:39])=[O:20])[CH2:3][CH2:4][CH2:5][CH2:6][NH2:7]. The yield is 0.960. (2) The reactants are Cl[C:2](Cl)(Cl)[CH:3]([OH:5])O.S([O-])([O-])(=O)=O.[Na+].[Na+].S(O)(O)(=O)=O.[NH2:20][OH:21].[NH2:22][C:23]1[CH:31]=[CH:30][CH:29]=[C:28]2[C:24]=1[CH2:25][CH2:26][CH2:27]2.Cl. The catalyst is O. The product is [OH:21][NH:20][CH2:2][C:3]([NH:22][C:23]1[CH:31]=[CH:30][CH:29]=[C:28]2[C:24]=1[CH2:25][CH2:26][CH2:27]2)=[O:5]. The yield is 0.900. (3) The reactants are [OH:1][CH2:2][C:3]1[C:4]([S:32]([CH3:35])(=[O:34])=[O:33])=[CH:5][C:6]2[N:10]3[CH2:11][CH2:12][N:13]([C:18]4[N:23]=[C:22]([C:24]([F:27])([F:26])[F:25])[C:21]([C:28]([OH:30])=O)=[CH:20][N:19]=4)[C@H:14]([CH:15]([CH3:17])[CH3:16])[C:9]3=[N:8][C:7]=2[CH:31]=1.C[N:37](C(ON1N=NC2C=CC=NC1=2)=[N+](C)C)C.F[P-](F)(F)(F)(F)F.CC[N:62](CC)CC.[NH4+].[Cl-]. The catalyst is CN(C=O)C.O. The product is [OH:1][CH2:2][C:3]1[C:4]([S:32]([CH3:35])(=[O:33])=[O:34])=[CH:5][C:6]2[N:10]3[CH2:11][CH2:12][N:13]([C:18]4[N:23]=[C:22]([C:24]([F:25])([F:27])[F:26])[C:21]([C:28]([NH2:37])=[O:30])=[CH:20][N:19]=4)[C@H:14]([CH:15]([CH3:16])[CH3:17])[C:9]3=[N:8][C:7]=2[CH:31]=1.[OH:1][CH2:2][C:3]1[C:4]([S:32]([CH3:35])(=[O:33])=[O:34])=[CH:5][C:6]2[N:10]3[CH2:11][CH2:12][N:13]([C:18]4[N:23]=[C:22]([C:24]([F:25])([F:27])[F:26])[C:21]([C:28]([NH2:62])=[O:30])=[CH:20][N:19]=4)[C@@H:14]([CH:15]([CH3:16])[CH3:17])[C:9]3=[N:8][C:7]=2[CH:31]=1. The yield is 0.567.